Dataset: Catalyst prediction with 721,799 reactions and 888 catalyst types from USPTO. Task: Predict which catalyst facilitates the given reaction. (1) Reactant: [Si:1]([O:18][CH2:19][C:20]1[O:24][C:23]([C:25]2[CH:30]=[CH:29][CH:28]=[CH:27][CH:26]=2)=[N:22][C:21]=1[CH2:31][O:32]COC)([C:14]([CH3:17])([CH3:16])[CH3:15])([C:8]1[CH:13]=[CH:12][CH:11]=[CH:10][CH:9]=1)[C:2]1[CH:7]=[CH:6][CH:5]=[CH:4][CH:3]=1.C[Si](Br)(C)C.C(=O)([O-])O.[Na+]. Product: [Si:1]([O:18][CH2:19][C:20]1[O:24][C:23]([C:25]2[CH:26]=[CH:27][CH:28]=[CH:29][CH:30]=2)=[N:22][C:21]=1[CH2:31][OH:32])([C:14]([CH3:15])([CH3:16])[CH3:17])([C:8]1[CH:9]=[CH:10][CH:11]=[CH:12][CH:13]=1)[C:2]1[CH:7]=[CH:6][CH:5]=[CH:4][CH:3]=1. The catalyst class is: 22. (2) Reactant: [NH2:1][C:2]1[C:10]([Br:11])=[CH:9][C:5]([C:6]([OH:8])=O)=[CH:4][N:3]=1.[CH3:12][NH:13][CH2:14][CH2:15][CH3:16].Cl.CN(C)CCCN=C=NCC.C(=O)(O)[O-].[Na+]. Product: [NH2:1][C:2]1[C:10]([Br:11])=[CH:9][C:5]([C:6]([N:13]([CH3:12])[CH2:14][CH2:15][CH3:16])=[O:8])=[CH:4][N:3]=1. The catalyst class is: 46. (3) Reactant: [CH3:1][N:2]1[C:10]2[C:9]([O:11][C:12]3[C:21]4[C:16](=[CH:17][CH:18]=[CH:19][CH:20]=4)[C:15]([NH2:22])=[CH:14][CH:13]=3)=[N:8][CH:7]=[N:6][C:5]=2[CH:4]=[CH:3]1.C(N(CC)CC)C.[F:30][C:31]([F:42])([F:41])[C:32]1[CH:33]=[C:34]([N:38]=[C:39]=[O:40])[CH:35]=[CH:36][CH:37]=1. Product: [CH3:1][N:2]1[C:10]2[C:9]([O:11][C:12]3[C:21]4[C:16](=[CH:17][CH:18]=[CH:19][CH:20]=4)[C:15]([NH:22][C:39]([NH:38][C:34]4[CH:35]=[CH:36][CH:37]=[C:32]([C:31]([F:30])([F:41])[F:42])[CH:33]=4)=[O:40])=[CH:14][CH:13]=3)=[N:8][CH:7]=[N:6][C:5]=2[CH:4]=[CH:3]1. The catalyst class is: 7. (4) Reactant: [CH2:1]([O:3][C:4](=[O:26])[CH2:5][CH2:6][C:7]1[CH:12]=[CH:11][C:10]([O:13][C:14]2[CH:19]=[C:18]([CH3:20])[CH:17]=[C:16]([CH:21](O)[CH3:22])[CH:15]=2)=[CH:9][C:8]=1[CH2:24][CH3:25])[CH3:2].C1(P([N:41]=[N+:42]=[N-:43])(C2C=CC=CC=2)=O)C=CC=CC=1.C1CCN2C(=NCCC2)CC1.N([Si](C)(C)C)=[N+]=[N-].[F-].C([N+](CCCC)(CCCC)CCCC)CCC. Product: [CH2:1]([O:3][C:4](=[O:26])[CH2:5][CH2:6][C:7]1[CH:12]=[CH:11][C:10]([O:13][C:14]2[CH:19]=[C:18]([CH3:20])[CH:17]=[C:16]([CH:21]([N:41]=[N+:42]=[N-:43])[CH3:22])[CH:15]=2)=[CH:9][C:8]=1[CH2:24][CH3:25])[CH3:2]. The catalyst class is: 11. (5) Reactant: C(O)(=O)CCCCCCC/C=C/CCCCCCCC.C1CCC(N=C=NC2CCCCC2)CC1.C(O)C1C=CC=CC=1.[C:44]([O:63][CH2:64][C:65]1[CH:70]=[CH:69][CH:68]=[CH:67][CH:66]=1)(=[O:62])[CH2:45][CH2:46][CH2:47][CH2:48][CH2:49][CH2:50][CH2:51]/[CH:52]=[CH:53]\[CH2:54][CH2:55][CH2:56][CH2:57][CH2:58][CH2:59][CH2:60][CH3:61]. Product: [C:44]([O:63][CH2:64][C:65]1[CH:66]=[CH:67][CH:68]=[CH:69][CH:70]=1)(=[O:62])[CH2:45][CH2:46][CH2:47][CH2:48][CH2:49][CH2:50][CH2:51]/[CH:52]=[CH:53]/[CH2:54][CH2:55][CH2:56][CH2:57][CH2:58][CH2:59][CH2:60][CH3:61]. The catalyst class is: 79. (6) Reactant: I[C:2]1[CH:14]=[CH:13][C:5]([O:6][CH:7]2[CH2:12][CH2:11][CH2:10][CH2:9][O:8]2)=[CH:4][CH:3]=1.CCCCCC.[CH3:21][N:22]([CH3:38])[CH2:23][CH2:24][O:25][C:26]1[CH:27]=[CH:28][C:29]([C:32](N(OC)C)=[O:33])=[N:30][CH:31]=1.C(O)(C)C. Product: [CH3:21][N:22]([CH3:38])[CH2:23][CH2:24][O:25][C:26]1[CH:27]=[CH:28][C:29]([C:32]([C:2]2[CH:14]=[CH:13][C:5]([O:6][CH:7]3[CH2:12][CH2:11][CH2:10][CH2:9][O:8]3)=[CH:4][CH:3]=2)=[O:33])=[N:30][CH:31]=1. The catalyst class is: 20. (7) Reactant: [CH2:1]([CH:4]1[CH2:9][CH2:8][CH2:7][CH2:6][C:5]1=[CH:10][C:11]([O:13]C(C)(C)C)=[O:12])[CH:2]=[CH2:3].FC(F)(F)C(O)=O. Product: [CH2:1]([CH:4]1[CH2:9][CH2:8][CH2:7][CH2:6][C:5]1=[CH:10][C:11]([OH:13])=[O:12])[CH:2]=[CH2:3]. The catalyst class is: 4.